From a dataset of NCI-60 drug combinations with 297,098 pairs across 59 cell lines. Regression. Given two drug SMILES strings and cell line genomic features, predict the synergy score measuring deviation from expected non-interaction effect. (1) Drug 1: C1CC(=O)NC(=O)C1N2CC3=C(C2=O)C=CC=C3N. Drug 2: CC1C(C(CC(O1)OC2CC(OC(C2O)C)OC3=CC4=CC5=C(C(=O)C(C(C5)C(C(=O)C(C(C)O)O)OC)OC6CC(C(C(O6)C)O)OC7CC(C(C(O7)C)O)OC8CC(C(C(O8)C)O)(C)O)C(=C4C(=C3C)O)O)O)O. Cell line: K-562. Synergy scores: CSS=6.92, Synergy_ZIP=1.39, Synergy_Bliss=2.24, Synergy_Loewe=3.50, Synergy_HSA=2.23. (2) Drug 1: C1CC(C1)(C(=O)O)C(=O)O.[NH2-].[NH2-].[Pt+2]. Drug 2: C1CC(CCC1OC2=C(C(=CC=C2)Cl)F)(CC3=NC(=CC=C3)NC4=NC=CS4)C(=O)O. Cell line: UACC62. Synergy scores: CSS=26.2, Synergy_ZIP=-3.37, Synergy_Bliss=3.64, Synergy_Loewe=0.462, Synergy_HSA=4.08. (3) Drug 1: C1=NC(=NC(=O)N1C2C(C(C(O2)CO)O)O)N. Drug 2: C1=CN(C=N1)CC(O)(P(=O)(O)O)P(=O)(O)O. Cell line: NCI-H226. Synergy scores: CSS=24.1, Synergy_ZIP=-6.18, Synergy_Bliss=-0.308, Synergy_Loewe=-0.617, Synergy_HSA=0.454.